Dataset: Reaction yield outcomes from USPTO patents with 853,638 reactions. Task: Predict the reaction yield, written as a fraction of the theoretical maximum amount of product (1.0 means a 100% yield; for example, 0.34 means a 34% yield). (1) The reactants are [C:1]([C:5]1[CH:10]=[CH:9][C:8]([C:11]#[C:12][C:13]2[CH:20]=[CH:19][C:16]([CH:17]=O)=[CH:15][CH:14]=2)=[CH:7][CH:6]=1)([CH3:4])([CH3:3])[CH3:2].[NH2:21][C:22]1[CH:23]=[CH:24][C:25]([F:32])=[C:26]([CH:31]=1)[C:27]([O:29][CH3:30])=[O:28].[CH:33](=O)[CH2:34][CH2:35][CH2:36][CH2:37][CH3:38]. No catalyst specified. The product is [C:1]([C:5]1[CH:10]=[CH:9][C:8]([C:11]#[C:12][C:13]2[CH:20]=[CH:19][C:16]([CH2:17][N:21]([CH2:33][CH2:34][CH2:35][CH2:36][CH2:37][CH3:38])[C:22]3[CH:23]=[CH:24][C:25]([F:32])=[C:26]([CH:31]=3)[C:27]([O:29][CH3:30])=[O:28])=[CH:15][CH:14]=2)=[CH:7][CH:6]=1)([CH3:4])([CH3:3])[CH3:2]. The yield is 0.460. (2) The reactants are Cl.[CH3:2][O:3][C:4](=[O:14])[C@H:5]([CH2:7][C:8]1[CH:13]=[CH:12][CH:11]=[CH:10][CH:9]=1)[NH2:6].[CH:15](=O)[C:16]1[CH:21]=[CH:20][CH:19]=[CH:18][CH:17]=1.S([O-])([O-])(=O)=O.[Na+].[Na+].C(N(CC)CC)C. The catalyst is C(OC)(C)(C)C. The product is [CH3:2][O:3][C:4](=[O:14])[C@H:5]([CH2:7][C:8]1[CH:13]=[CH:12][CH:11]=[CH:10][CH:9]=1)[N:6]=[CH:15][C:16]1[CH:21]=[CH:20][CH:19]=[CH:18][CH:17]=1. The yield is 0.850. (3) The reactants are Cl[C@H:2]([CH2:6][C:7]1[CH:12]=[CH:11][CH:10]=[CH:9][CH:8]=1)[C:3]([OH:5])=[O:4].[C:13]([O-:16])(=[S:15])[CH3:14].[K+].S([O-])([O-])(=O)=S.[Na+].[Na+].Cl. The catalyst is C1(C)C=CC=CC=1.CN(C)C=O. The product is [C:13]([S:15][C@@H:2]([CH2:6][C:7]1[CH:12]=[CH:11][CH:10]=[CH:9][CH:8]=1)[C:3]([OH:5])=[O:4])(=[O:16])[CH3:14]. The yield is 0.850. (4) The reactants are Br[C:2]1[CH:3]=[C:4]2[C:8](=[CH:9][C:10]=1[Cl:11])[NH:7][N:6]=[C:5]2[C:12]([OH:14])=[O:13].CC1(C)COB([C:22]2[CH:27]=[CH:26][C:25]([C:28]3[C:29]([OH:34])=[CH:30][CH:31]=[CH:32][CH:33]=3)=[CH:24][CH:23]=2)OC1.C(=O)([O-])[O-].[K+].[K+].C(O)(=O)CC(CC(O)=O)(C(O)=O)O. The catalyst is C1(C)C=CC=CC=1.CCO.C1C=CC(P(C2C=CC=CC=2)[C-]2C=CC=C2)=CC=1.C1C=CC(P(C2C=CC=CC=2)[C-]2C=CC=C2)=CC=1.Cl[Pd]Cl.[Fe+2]. The product is [Cl:11][C:10]1[CH:9]=[C:8]2[C:4]([C:5]([C:12]([OH:14])=[O:13])=[N:6][NH:7]2)=[CH:3][C:2]=1[C:22]1[CH:23]=[CH:24][C:25]([C:28]2[CH:33]=[CH:32][CH:31]=[CH:30][C:29]=2[OH:34])=[CH:26][CH:27]=1. The yield is 0.220. (5) The reactants are CC1C=CC(S(O[CH:12]2[CH2:16][C:15]3[CH:17]=[CH:18][CH:19]=[C:20]([C:21]4[C:26]([Cl:27])=[CH:25][CH:24]=[CH:23][C:22]=4[Cl:28])[C:14]=3[O:13]2)(=O)=O)=CC=1.[CH2:29]([NH2:31])[CH3:30].Cl.[CH3:33]S(C)=O. The catalyst is O.C(OCC)(=O)C.C(O)(C)C. The product is [Cl:27][C:26]1[CH:25]=[CH:24][CH:23]=[C:22]([Cl:28])[C:21]=1[C:20]1[C:14]2[O:13][CH:12]([CH2:33][NH:31][CH2:29][CH3:30])[CH2:16][C:15]=2[CH:17]=[CH:18][CH:19]=1. The yield is 0.570. (6) The reactants are COC(=O)CS[C:6]1[CH:11]=[CH:10][CH:9]=[C:8]([Br:12])[CH:7]=1.ClC1C=CC=[C:17]([C:21]([O:23]O)=[O:22])C=1.[S:25]([O-:29])([O-])(=[O:27])=S.[Na+].[Na+].Cl[CH:33](Cl)C. No catalyst specified. The product is [CH3:33][O:23][C:21](=[O:22])[CH2:17][S:25]([C:10]1[CH:11]=[CH:6][CH:7]=[C:8]([Br:12])[CH:9]=1)(=[O:29])=[O:27]. The yield is 0.930.